This data is from Reaction yield outcomes from USPTO patents with 853,638 reactions. The task is: Predict the reaction yield, written as a fraction of the theoretical maximum amount of product (1.0 means a 100% yield; for example, 0.34 means a 34% yield). The reactants are [CH2:1]([N:8]1[C:16]2[C:11](=[CH:12][CH:13]=[CH:14][CH:15]=2)[CH:10]=[C:9]1[C:17]([OH:19])=O)[C:2]1[CH:7]=[CH:6][CH:5]=[CH:4][CH:3]=1.[NH2:20][C@H:21]([C:23]([NH:25][C@H:26]([CH:39]=[O:40])[CH2:27][C:28](=[N:34][NH:35][C:36]([NH2:38])=[O:37])[O:29][C:30]([CH3:33])([CH3:32])[CH3:31])=[O:24])[CH3:22].CCN=C=NCCCN(C)C. The catalyst is C(Cl)Cl.CN(C1C=CN=CC=1)C.C(OCC)(=O)C. The product is [CH2:1]([N:8]1[C:16]2[C:11](=[CH:12][CH:13]=[CH:14][CH:15]=2)[CH:10]=[C:9]1[C:17]([NH:20][C@H:21]([C:23]([NH:25][C@H:26]([CH:39]=[O:40])[CH2:27][C:28](=[N:34][NH:35][C:36]([NH2:38])=[O:37])[O:29][C:30]([CH3:31])([CH3:33])[CH3:32])=[O:24])[CH3:22])=[O:19])[C:2]1[CH:3]=[CH:4][CH:5]=[CH:6][CH:7]=1. The yield is 0.560.